Task: Regression. Given a peptide amino acid sequence and an MHC pseudo amino acid sequence, predict their binding affinity value. This is MHC class II binding data.. Dataset: Peptide-MHC class II binding affinity with 134,281 pairs from IEDB The MHC is DRB4_0101 with pseudo-sequence DRB4_0103. The peptide sequence is DSVTPMILKAQKGGNL. The binding affinity (normalized) is 0.573.